Dataset: Forward reaction prediction with 1.9M reactions from USPTO patents (1976-2016). Task: Predict the product of the given reaction. (1) Given the reactants [OH-].[NH4+:2].Cl[C:4]([C:6]1[CH:11]=[CH:10][C:9]([C@H:12]2[CH2:17][CH2:16][C@H:15]([CH2:18][C:19]([O:21][CH2:22][CH3:23])=[O:20])[CH2:14][CH2:13]2)=[CH:8][CH:7]=1)=[O:5], predict the reaction product. The product is: [C:4]([C:6]1[CH:11]=[CH:10][C:9]([C@H:12]2[CH2:17][CH2:16][C@H:15]([CH2:18][C:19]([O:21][CH2:22][CH3:23])=[O:20])[CH2:14][CH2:13]2)=[CH:8][CH:7]=1)(=[O:5])[NH2:2]. (2) Given the reactants C([O:8][C:9]1[C:18]2[C:13](=[CH:14][CH:15]=[CH:16][CH:17]=2)[N:12]=[C:11]([CH:19]=[CH:20][CH2:21][CH2:22][CH2:23][O:24][C:25]2[CH:30]=[CH:29][C:28]([F:31])=[CH:27][CH:26]=2)[C:10]=1[CH3:32])C1C=CC=CC=1, predict the reaction product. The product is: [F:31][C:28]1[CH:27]=[CH:26][C:25]([O:24][CH2:23][CH2:22][CH2:21][CH2:20][CH2:19][C:11]2[NH:12][C:13]3[C:18]([C:9](=[O:8])[C:10]=2[CH3:32])=[CH:17][CH:16]=[CH:15][CH:14]=3)=[CH:30][CH:29]=1.